From a dataset of Forward reaction prediction with 1.9M reactions from USPTO patents (1976-2016). Predict the product of the given reaction. (1) Given the reactants [CH3:1][C:2]1[CH:8]=[CH:7][C:6]([N+:9]([O-:11])=[O:10])=[CH:5][C:3]=1[NH2:4].N1C=CC=CC=1.[Cl:18][CH2:19][C:20](Cl)=[O:21], predict the reaction product. The product is: [Cl:18][CH2:19][C:20]([NH:4][C:3]1[CH:5]=[C:6]([N+:9]([O-:11])=[O:10])[CH:7]=[CH:8][C:2]=1[CH3:1])=[O:21]. (2) Given the reactants [Cl:1][C:2]1[N:7]=[C:6]([C:8](=O)[C:9]#[CH:10])[C:5]2[C:12]([O:34][CH3:35])=[N:13][N:14]([C:15]([C:28]3[CH:33]=[CH:32][CH:31]=[CH:30][CH:29]=3)([C:22]3[CH:27]=[CH:26][CH:25]=[CH:24][CH:23]=3)[C:16]3[CH:21]=[CH:20][CH:19]=[CH:18][CH:17]=3)[C:4]=2[CH:3]=1.Cl.[C:37]([NH2:40])(=[NH:39])[CH3:38].C(=O)([O-])[O-].[Na+].[Na+], predict the reaction product. The product is: [Cl:1][C:2]1[N:7]=[C:6]([C:8]2[CH:9]=[CH:10][N:40]=[C:37]([CH3:38])[N:39]=2)[C:5]2[C:12]([O:34][CH3:35])=[N:13][N:14]([C:15]([C:16]3[CH:21]=[CH:20][CH:19]=[CH:18][CH:17]=3)([C:28]3[CH:29]=[CH:30][CH:31]=[CH:32][CH:33]=3)[C:22]3[CH:27]=[CH:26][CH:25]=[CH:24][CH:23]=3)[C:4]=2[CH:3]=1. (3) Given the reactants [F:1][CH2:2][CH2:3][CH2:4][C:5]1[CH:11]=[CH:10][C:8]([NH2:9])=[CH:7][CH:6]=1.[Cl:12][C:13]1[N:18]=[CH:17][C:16]([F:19])=[C:15](Cl)[N:14]=1, predict the reaction product. The product is: [Cl:12][C:13]1[N:18]=[C:17]([NH:9][C:8]2[CH:10]=[CH:11][C:5]([CH2:4][CH2:3][CH2:2][F:1])=[CH:6][CH:7]=2)[C:16]([F:19])=[CH:15][N:14]=1. (4) Given the reactants [CH2:1]([O:3][C:4](=[O:25])[CH2:5][C:6]1[CH:11]=[CH:10][C:9]([C:12]2[CH:17]=[CH:16][C:15]([C:18]3[O:22][N:21]=[C:20]([CH3:23])[C:19]=3[NH2:24])=[CH:14][CH:13]=2)=[CH:8][CH:7]=1)[CH3:2].[Cl:26][C:27]1[CH:28]=[C:29]([CH2:33][CH2:34][C:35](=O)[CH3:36])[CH:30]=[CH:31][CH:32]=1, predict the reaction product. The product is: [CH2:1]([O:3][C:4](=[O:25])[CH2:5][C:6]1[CH:7]=[CH:8][C:9]([C:12]2[CH:17]=[CH:16][C:15]([C:18]3[O:22][N:21]=[C:20]([CH3:23])[C:19]=3[NH:24][CH:35]([CH3:36])[CH2:34][CH2:33][C:29]3[CH:30]=[CH:31][CH:32]=[C:27]([Cl:26])[CH:28]=3)=[CH:14][CH:13]=2)=[CH:10][CH:11]=1)[CH3:2]. (5) Given the reactants CO[C:3]([C:5]1[C:6](=[O:25])[C:7]([CH2:16][C:17]2[CH:22]=[CH:21][C:20]([F:23])=[C:19]([Cl:24])[CH:18]=2)([CH3:15])[N:8]2[C:12]([C:13]=1[OH:14])=[CH:11][CH:10]=[CH:9]2)=O.[C:26]([O:30][C:31](=[O:44])[NH:32][C:33]1[CH:38]=[CH:37][C:36]([NH2:39])=[C:35]([S:40](=[O:43])(=[O:42])[NH2:41])[CH:34]=1)([CH3:29])([CH3:28])[CH3:27].C(N(CC)CC)C.Cl, predict the reaction product. The product is: [C:26]([O:30][C:31](=[O:44])[NH:32][C:33]1[CH:38]=[CH:37][C:36]2[NH:39][C:3]([C:5]3[C:6](=[O:25])[C:7]([CH2:16][C:17]4[CH:22]=[CH:21][C:20]([F:23])=[C:19]([Cl:24])[CH:18]=4)([CH3:15])[N:8]4[C:12]([C:13]=3[OH:14])=[CH:11][CH:10]=[CH:9]4)=[N:41][S:40](=[O:42])(=[O:43])[C:35]=2[CH:34]=1)([CH3:29])([CH3:27])[CH3:28]. (6) Given the reactants Cl[C:2]1[C:11]([C:12]([OH:14])=[O:13])=[CH:10][C:9]2[C:4](=[CH:5][CH:6]=[C:7]([Cl:15])[CH:8]=2)[N:3]=1.[NH2:16][C@H:17]([C:22]([OH:24])=[O:23])[CH2:18][C:19]([OH:21])=[O:20], predict the reaction product. The product is: [OH2:13].[NH3:3].[C:12]([C:11]1[C:2]([NH:16][C@@H:17]([CH2:18][C:19]([OH:21])=[O:20])[C:22]([OH:24])=[O:23])=[N:3][C:4]2[C:9]([CH:10]=1)=[CH:8][C:7]([Cl:15])=[CH:6][CH:5]=2)([OH:14])=[O:13]. (7) Given the reactants [CH2:1]([O:8][C:9]([N:11]1[CH2:22][CH2:21][NH:20][CH2:19][CH2:18][N:17]([C:23]([O:25][CH2:26][C:27]2[CH:32]=[CH:31][CH:30]=[CH:29][CH:28]=2)=[O:24])[CH2:16][CH2:15][N:14]([C:33]([O:35][CH2:36][C:37]2[CH:42]=[CH:41][CH:40]=[CH:39][CH:38]=2)=[O:34])[CH2:13][CH2:12]1)=[O:10])[C:2]1[CH:7]=[CH:6][CH:5]=[CH:4][CH:3]=1.C(=O)([O-])[O-].[Na+].[Na+].[CH2:49]([O:51][C:52](=[O:55])[CH2:53]Br)[CH3:50], predict the reaction product. The product is: [CH2:1]([O:8][C:9]([N:11]1[CH2:22][CH2:21][N:20]([CH2:53][C:52]([O:51][CH2:49][CH3:50])=[O:55])[CH2:19][CH2:18][N:17]([C:23]([O:25][CH2:26][C:27]2[CH:28]=[CH:29][CH:30]=[CH:31][CH:32]=2)=[O:24])[CH2:16][CH2:15][N:14]([C:33]([O:35][CH2:36][C:37]2[CH:42]=[CH:41][CH:40]=[CH:39][CH:38]=2)=[O:34])[CH2:13][CH2:12]1)=[O:10])[C:2]1[CH:7]=[CH:6][CH:5]=[CH:4][CH:3]=1. (8) Given the reactants Br[C:2]1[CH:3]=[CH:4][C:5]2[N:9]=[C:8]([CH:10]3[O:15][C:14]4[CH:16]=[CH:17][CH:18]=[CH:19][C:13]=4[O:12][CH2:11]3)[N:7]([C:20]3[CH:25]=[CH:24][CH:23]=[CH:22][CH:21]=3)[C:6]=2[CH:26]=1.[N:27]1[CH:32]=[CH:31][C:30](B(O)O)=[CH:29][CH:28]=1.C(=O)([O-])[O-].[Na+].[Na+], predict the reaction product. The product is: [O:15]1[CH:10]([C:8]2[N:7]([C:20]3[CH:25]=[CH:24][CH:23]=[CH:22][CH:21]=3)[C:6]3[CH:26]=[C:2]([C:30]4[CH:31]=[CH:32][N:27]=[CH:28][CH:29]=4)[CH:3]=[CH:4][C:5]=3[N:9]=2)[CH2:11][O:12][C:13]2[CH:19]=[CH:18][CH:17]=[CH:16][C:14]1=2. (9) Given the reactants Cl[C:2]1[N:7]=[C:6]([C:8]2[C:16]3[C:11](=[CH:12][CH:13]=[CH:14][CH:15]=3)[N:10]([S:17]([C:20]3[CH:25]=[CH:24][CH:23]=[CH:22][CH:21]=3)(=[O:19])=[O:18])[CH:9]=2)[C:5]([Cl:26])=[CH:4][N:3]=1.[C:27]1([NH2:34])[CH:32]=[CH:31][CH:30]=[C:29]([NH2:33])[CH:28]=1, predict the reaction product. The product is: [Cl:26][C:5]1[C:6]([C:8]2[C:16]3[C:11](=[CH:12][CH:13]=[CH:14][CH:15]=3)[N:10]([S:17]([C:20]3[CH:25]=[CH:24][CH:23]=[CH:22][CH:21]=3)(=[O:18])=[O:19])[CH:9]=2)=[N:7][C:2]([NH:33][C:29]2[CH:30]=[CH:31][CH:32]=[C:27]([NH2:34])[CH:28]=2)=[N:3][CH:4]=1.